This data is from hERG potassium channel inhibition data for cardiac toxicity prediction from Karim et al.. The task is: Regression/Classification. Given a drug SMILES string, predict its toxicity properties. Task type varies by dataset: regression for continuous values (e.g., LD50, hERG inhibition percentage) or binary classification for toxic/non-toxic outcomes (e.g., AMES mutagenicity, cardiotoxicity, hepatotoxicity). Dataset: herg_karim. (1) The drug is Clc1cccc(Cn2ccc3c(OC4CCN(Cc5cscn5)CC4)ncnc32)c1. The result is 1 (blocker). (2) The drug is COc1ccc(C2CC(c3ccccc3)=NN2c2ccc(S(N)(=O)=O)cc2)cc1. The result is 0 (non-blocker).